From a dataset of Reaction yield outcomes from USPTO patents with 853,638 reactions. Predict the reaction yield, written as a fraction of the theoretical maximum amount of product (1.0 means a 100% yield; for example, 0.34 means a 34% yield). (1) The reactants are [H-].[Na+].[P:3]([O-:10])([O:7][CH2:8][CH3:9])[O:4][CH2:5][CH3:6].[H][H].[C:13](=[S:15])=[S:14].[CH2:16](Cl)[C:17]1[CH:22]=[CH:21][CH:20]=[CH:19][CH:18]=1. The catalyst is O1CCCC1.C(OCC)C. The product is [CH2:5]([O:4][P:3]([C:13]([S:15][CH2:16][C:17]1[CH:22]=[CH:21][CH:20]=[CH:19][CH:18]=1)=[S:14])([O:7][CH2:8][CH3:9])=[O:10])[CH3:6]. The yield is 0.180. (2) The reactants are [CH:1]1([O:5][C:6]2[CH:7]=[C:8]([F:20])[C:9]([F:19])=[C:10]([CH:18]=2)[C:11]([O:13]C2CCC2)=[O:12])[CH2:4][CH2:3][CH2:2]1.C(O)C.[OH-].[Na+]. The catalyst is O. The product is [CH:1]1([O:5][C:6]2[CH:7]=[C:8]([F:20])[C:9]([F:19])=[C:10]([CH:18]=2)[C:11]([OH:13])=[O:12])[CH2:4][CH2:3][CH2:2]1. The yield is 0.960. (3) The reactants are [F:1][C:2]1[CH:9]=[CH:8][C:5]([CH2:6][NH2:7])=[CH:4][CH:3]=1.C(N(CC)CC)C.[CH:17]1([C:23]2[C:31]3[C:26](=[CH:27][CH:28]=[CH:29][CH:30]=3)[N:25]([S:32]([C:35]3[CH:43]=[CH:42][C:38]([C:39](O)=[O:40])=[CH:37][CH:36]=3)(=[O:34])=[O:33])[CH:24]=2)[CH2:22][CH2:21][CH2:20][CH2:19][CH2:18]1.F[P-](F)(F)(F)(F)F.N1(O[P+](N(C)C)(N(C)C)N(C)C)C2C=CC=CC=2N=N1. No catalyst specified. The product is [CH:17]1([C:23]2[C:31]3[C:26](=[CH:27][CH:28]=[CH:29][CH:30]=3)[N:25]([S:32]([C:35]3[CH:36]=[CH:37][C:38]([C:39]([NH:7][CH2:6][C:5]4[CH:8]=[CH:9][C:2]([F:1])=[CH:3][CH:4]=4)=[O:40])=[CH:42][CH:43]=3)(=[O:33])=[O:34])[CH:24]=2)[CH2:18][CH2:19][CH2:20][CH2:21][CH2:22]1. The yield is 0.990. (4) The reactants are [Cl:1][C:2]1[CH:3]=[C:4]([C:28]([OH:30])=O)[CH:5]=[N:6][C:7]=1[NH:8][NH:9][C:10]([NH:12][CH:13]1[C:19]2[CH:20]=[N:21][CH:22]=[CH:23][C:18]=2[CH2:17][CH2:16][C:15]2[CH:24]=[CH:25][CH:26]=[CH:27][C:14]1=2)=[S:11].CN(C(ON1N=NC2C=CC=NC1=2)=[N+](C)C)C.F[P-](F)(F)(F)(F)F.CCN(C(C)C)C(C)C.[CH2:64]1[C@@H:69]([NH2:70])[C:67](=[O:68])[S:66][CH2:65]1.Cl. The catalyst is CC(N(C)C)=O. The product is [Cl:1][C:2]1[CH:3]=[C:4]([C:28]([NH:70][C@@H:69]2[CH2:64][CH2:65][S:66][C:67]2=[O:68])=[O:30])[CH:5]=[N:6][C:7]=1[NH:8][NH:9][C:10]([NH:12][CH:13]1[C:19]2[CH:20]=[N:21][CH:22]=[CH:23][C:18]=2[CH2:17][CH2:16][C:15]2[CH:24]=[CH:25][CH:26]=[CH:27][C:14]1=2)=[S:11]. The yield is 0.450. (5) The reactants are [Si:1]([O:8][C@@H:9]1[C@H:13]([CH2:14][O:15][Si:16]([C:19]([CH3:22])([CH3:21])[CH3:20])([CH3:18])[CH3:17])[CH2:12][C@@H:11]([O:23][C:24]2[CH:29]=[C:28](Cl)[N:27]=[CH:26][N:25]=2)[CH2:10]1)([C:4]([CH3:7])([CH3:6])[CH3:5])([CH3:3])[CH3:2].[C:31]1(B(O)O)[CH:36]=[CH:35][CH:34]=[CH:33][CH:32]=1. The catalyst is O.C1C=CC([P]([Pd]([P](C2C=CC=CC=2)(C2C=CC=CC=2)C2C=CC=CC=2)([P](C2C=CC=CC=2)(C2C=CC=CC=2)C2C=CC=CC=2)[P](C2C=CC=CC=2)(C2C=CC=CC=2)C2C=CC=CC=2)(C2C=CC=CC=2)C2C=CC=CC=2)=CC=1. The product is [Si:1]([O:8][C@@H:9]1[C@H:13]([CH2:14][O:15][Si:16]([C:19]([CH3:22])([CH3:21])[CH3:20])([CH3:18])[CH3:17])[CH2:12][C@@H:11]([O:23][C:24]2[CH:29]=[C:28]([C:31]3[CH:36]=[CH:35][CH:34]=[CH:33][CH:32]=3)[N:27]=[CH:26][N:25]=2)[CH2:10]1)([C:4]([CH3:7])([CH3:6])[CH3:5])([CH3:3])[CH3:2]. The yield is 0.760. (6) The product is [CH3:4][NH:5][C:6]([C:8]1[S:9][CH:10]=[CH:11][C:12]=1[NH:13][C:14]1[C:19]([Cl:20])=[CH:18][N:17]=[C:16]([NH:21][C:22]2[CH:23]=[CH:24][C:25]3[CH2:31][N:30]([CH2:1][CH3:2])[CH2:29][C:28](=[O:32])[N:27]([CH2:33][CH3:34])[C:26]=3[CH:35]=2)[N:15]=1)=[O:7]. The reactants are [CH:1](=O)[CH3:2].[CH3:4][NH:5][C:6]([C:8]1[S:9][CH:10]=[CH:11][C:12]=1[NH:13][C:14]1[C:19]([Cl:20])=[CH:18][N:17]=[C:16]([NH:21][C:22]2[CH:23]=[CH:24][C:25]3[CH2:31][NH:30][CH2:29][C:28](=[O:32])[N:27]([CH2:33][CH3:34])[C:26]=3[CH:35]=2)[N:15]=1)=[O:7].C(O[BH-](OC(=O)C)OC(=O)C)(=O)C.[Na+]. The catalyst is C1COCC1.ClCCCl. The yield is 0.500. (7) The reactants are [CH3:1][O:2][CH2:3][C:4]1([C:10]([N:12]2[C@@H:18]([CH3:19])[C:17]3[CH:20]=[CH:21][C:22]([C:24]([O:26]CC)=O)=[CH:23][C:16]=3[O:15][CH2:14][CH2:13]2)=[O:11])[CH2:9][CH2:8][O:7][CH2:6][CH2:5]1.[NH2:29][OH:30].[OH-].[Na+].Cl. The catalyst is C1COCC1.CO. The product is [OH:30][NH:29][C:24]([C:22]1[CH:21]=[CH:20][C:17]2[C@H:18]([CH3:19])[N:12]([C:10]([C:4]3([CH2:3][O:2][CH3:1])[CH2:9][CH2:8][O:7][CH2:6][CH2:5]3)=[O:11])[CH2:13][CH2:14][O:15][C:16]=2[CH:23]=1)=[O:26]. The yield is 0.230. (8) The reactants are [CH3:1][C:2]1[CH:3]=[C:4]([C:24]#N)[CH:5]=[C:6]2[C:10]=1[C:9](=[O:11])[N:8]([CH2:12][C:13]1[CH:18]=[CH:17][C:16]([O:19][C:20]([F:23])([F:22])[F:21])=[CH:15][CH:14]=1)[CH2:7]2.C(O)=[O:27]. The catalyst is O=[Pt]=O. The product is [CH3:1][C:2]1[CH:3]=[C:4]([CH:24]=[O:27])[CH:5]=[C:6]2[C:10]=1[C:9](=[O:11])[N:8]([CH2:12][C:13]1[CH:18]=[CH:17][C:16]([O:19][C:20]([F:23])([F:22])[F:21])=[CH:15][CH:14]=1)[CH2:7]2. The yield is 0.880. (9) The catalyst is CN(C)C=O.O. The reactants are F[C:2]1[CH:7]=[CH:6][C:5]([I:8])=[CH:4][C:3]=1[N+:9]([O-:11])=[O:10].[CH2:12]([OH:16])[CH2:13][C:14]#[CH:15].C(=O)([O-])[O-].[K+].[K+].C(OCC)(=O)C. The product is [CH2:12]([O:16][C:2]1[CH:7]=[CH:6][C:5]([I:8])=[CH:4][C:3]=1[N+:9]([O-:11])=[O:10])[CH2:13][C:14]#[CH:15]. The yield is 0.560.